From a dataset of Full USPTO retrosynthesis dataset with 1.9M reactions from patents (1976-2016). Predict the reactants needed to synthesize the given product. (1) The reactants are: [NH:1]1[CH2:6][CH2:5][CH2:4][CH:3]([NH:7][C:8](=[O:14])[O:9][C:10]([CH3:13])([CH3:12])[CH3:11])[CH2:2]1.CC(O)=O.[BH3-]C#N.[Na+].[CH:23](=O)[C:24]1[CH:29]=[CH:28][CH:27]=[CH:26][CH:25]=1.C([O-])([O-])=O.[K+].[K+]. Given the product [CH2:23]([N:1]1[CH2:6][CH2:5][CH2:4][C@@H:3]([NH:7][C:8](=[O:14])[O:9][C:10]([CH3:11])([CH3:13])[CH3:12])[CH2:2]1)[C:24]1[CH:29]=[CH:28][CH:27]=[CH:26][CH:25]=1, predict the reactants needed to synthesize it. (2) Given the product [Br:1][C:2]1[C:3]([OH:9])=[N:4][C:5]([NH:18][C:15]2[CH:16]=[CH:17][C:12]([S:11][CH3:10])=[CH:13][CH:14]=2)=[N:6][CH:7]=1, predict the reactants needed to synthesize it. The reactants are: [Br:1][C:2]1[C:3]([OH:9])=[N:4][C:5](Cl)=[N:6][CH:7]=1.[CH3:10][S:11][C:12]1[CH:17]=[CH:16][C:15]([NH2:18])=[CH:14][CH:13]=1.Cl.O.